From a dataset of Full USPTO retrosynthesis dataset with 1.9M reactions from patents (1976-2016). Predict the reactants needed to synthesize the given product. (1) Given the product [C:1]([O:7][CH2:8][CH2:9][CH2:10][C@H:11]([OH:23])[CH2:12][C:13]#[C:14][CH2:15][OH:16])(=[O:6])[C:2]([CH3:5])([CH3:4])[CH3:3], predict the reactants needed to synthesize it. The reactants are: [C:1]([O:7][CH2:8][CH2:9][CH2:10][C@H:11]([OH:23])[CH2:12][C:13]#[C:14][CH2:15][O:16]C1CCCCO1)(=[O:6])[C:2]([CH3:5])([CH3:4])[CH3:3].CC1C=CC(S(O)(=O)=O)=CC=1.C([O-])(O)=O.[Na+]. (2) Given the product [CH2:1]([NH:4][CH2:5][CH2:6][N:7]1[C:15]2[C:10](=[CH:11][CH:12]=[C:13]([C:16]3[CH:20]=[CH:19][S:18][CH:17]=3)[CH:14]=2)[CH:9]=[N:8]1)[CH2:2][CH3:3], predict the reactants needed to synthesize it. The reactants are: [CH2:1]([NH:4][CH2:5][CH2:6][N:7]1[C:15]2[C:10](=[CH:11][CH:12]=[C:13]([C:16]3[CH:20]=[CH:19][S:18][CH:17]=3)[CH:14]=2)[CH:9]=[N:8]1)[CH:2]=[CH2:3]. (3) Given the product [O:42]1[CH2:43][CH2:44][N:39]([CH2:38][CH2:37][C:31]2([CH2:30][CH2:29][N:26]3[CH2:27][CH2:28][CH:23]([N:22]([C:19]4[CH:20]=[CH:21][C:16]([CH3:45])=[CH:17][CH:18]=4)[C:13]([C:9]4[O:8][CH:12]=[CH:11][CH:10]=4)=[O:14])[CH2:24][CH2:25]3)[CH2:32][CH2:33][CH2:34][CH2:35][CH2:36]2)[CH2:40][CH2:41]1, predict the reactants needed to synthesize it. The reactants are: C(N(CC)CC)C.[O:8]1[CH:12]=[CH:11][CH:10]=[C:9]1[C:13](Cl)=[O:14].[C:16]1([CH3:45])[CH:21]=[CH:20][C:19]([NH:22][CH:23]2[CH2:28][CH2:27][N:26]([CH2:29][CH2:30][C:31]3([CH2:37][CH2:38][N:39]4[CH2:44][CH2:43][O:42][CH2:41][CH2:40]4)[CH2:36][CH2:35][CH2:34][CH2:33][CH2:32]3)[CH2:25][CH2:24]2)=[CH:18][CH:17]=1.